This data is from Peptide-MHC class I binding affinity with 185,985 pairs from IEDB/IMGT. The task is: Regression. Given a peptide amino acid sequence and an MHC pseudo amino acid sequence, predict their binding affinity value. This is MHC class I binding data. (1) The peptide sequence is YISDYKMLT. The MHC is HLA-A68:02 with pseudo-sequence HLA-A68:02. The binding affinity (normalized) is 0.0909. (2) The binding affinity (normalized) is 0.409. The MHC is HLA-A11:01 with pseudo-sequence HLA-A11:01. The peptide sequence is RIVTVTTKDY. (3) The peptide sequence is RAIREYFQF. The MHC is HLA-B58:01 with pseudo-sequence HLA-B58:01. The binding affinity (normalized) is 0.851. (4) The peptide sequence is AVPQVLGGL. The MHC is HLA-B39:01 with pseudo-sequence HLA-B39:01. The binding affinity (normalized) is 0.0847.